From a dataset of Experimentally validated miRNA-target interactions with 360,000+ pairs, plus equal number of negative samples. Binary Classification. Given a miRNA mature sequence and a target amino acid sequence, predict their likelihood of interaction. (1) The miRNA is hsa-miR-6815-3p with sequence UGGCUUCUCUUGCACACCCAG. The protein sequence of the target gene is MATSGAASAELVIGWCIFGLLLLAILAFCWIYVRKYQSRRESEVVSTITAIFSLAIALITSALLPVDIFLVSYMKNQNGTFKDWANANVSRQIEDTVLYGYYTLYSVILFCVFFWIPFVYFYYEEKDDDDTSKCTQIKTALKYTLGFVVICALLLLVGAFVPLNVPNNKNSTEWEKVKSLFEELGSSHGLAALSFSISSLTLIGMLAAITYTAYGMSALPLNLIKGTRSAAYERLENTEDIEEVEQHIQTIKSKSKDGRPLPARDKRALKQFEERLRTLKKRERHLEFIENSWWTKFCGA.... Result: 0 (no interaction). (2) The miRNA is hsa-miR-4279 with sequence CUCUCCUCCCGGCUUC. The protein sequence of the target gene is MSPQKRVKNVQAQNRTSQGSSSFQTTLSAWKVKQDPSNSKNISKHGQNNPVGDYEHADDQAEEDALQMAVGYFEKGPIKASQNKDKTLEKHLKTVENVAWKNGLASEEIDILLNIALSGKFGNAVNTRILKCMIPATVISEDSVVKAVSWLCVGKCSGSTKVLFYRWLVAMFDFIDRKEQINLLYGFFFASLQDDALCPYVCHLLYLLTKKENVKPFRVRKLLDLQAKMGMQPHLQALLSLYKFFAPALISVSLPVRKKIYFKNSENLWKTALLAVKQRNRGPSPEPLKLMLGPANVRPL.... Result: 1 (interaction). (3) The miRNA is mmu-miR-3067-5p with sequence AGUUCUCAGGCCCGCUGUGGUGU. The protein sequence of the target gene is MEGAMAVRVTAAHTAEARAEAGREAGEGGVAAAAALSSGGFLGLPAPFSEEDEDDVHRCGRCQVEFTALEDFVQHKIQKTCHRAPQEALPTTPAATALLDQEVVPTAAEGGPDEPITVAHIVVEATSLAEDISHAPDLVGSGHIKEVIVAAEAEPGDVEMAEAPGSPNHQELGLLGEGEQAHVKLLVNKEGRYVCMLCHKTFKTGSILKAHMVTHSSRKDHECKLCGASFRTKGSLIRHHRRHTDERPYKCAKCGKSFRESGALTRHLKSLTPCTEKIRFSISKDTAVGKEEVPAGSSAS.... Result: 1 (interaction). (4) The miRNA is cel-miR-271 with sequence UCGCCGGGUGGAAAGCAUUC. The protein sequence of the target gene is MGNSYAGQLKSTRFEEVLHNSIEASLRSNTLVPRPIFSQLYLEAEQQLSSLEGGSRADNEEEEEDGEGGLEPSSPPNAYQLPPPPEGCCTTDGFCQAGKDLRLVSISSEPIEVPAGFLLVGAKSPSLPDHLLVCAVDKRFLPDDNGHNALLGFSGNCVGCGKKGFCYFTEFSNHINLKLTTQPKKQKHLKYYLVRNAQGALTKGPLICWKGSEFRGRQNSTNTCSSSLFPPLESSGSLAAFPTEPVPGTNPSVPVGAQQAGPASDHPSVTTATGPAVFNGKDSPKHPQLVKSSLSALPRP.... Result: 0 (no interaction). (5) The miRNA is hsa-miR-152-3p with sequence UCAGUGCAUGACAGAACUUGG. The protein sequence of the target gene is MGDAADPREMRRTFIVPAIKPFDHYDFSRAKIACNLAWLVAKAFGTENVPEELGDPFYTDQYDQEHIKPPVVNLLLSAELYCRAGSLILKSDAAKPLLGHDAVIQALAQKGLYVTDQEKLVTERDLHKKPIQMSAHLAMIDTLMMAYTVEMISIEKVIACAQQYSAFFQATDLPYDIEDAVMYWMNKVNEHLKDIMEQEQKSKEHHPAEAPGGQKARYRKEQTLLKQLPCIPLVENLLKDGTDGCALAALIHFYCPAVVRLEDICLKETMSLADSLYNLQLIQEFCQEYLNHCCHFSLED.... Result: 0 (no interaction). (6) The miRNA is hsa-miR-3192-5p with sequence UCUGGGAGGUUGUAGCAGUGGAA. The protein sequence of the target gene is MKFPGPLENQRLSFLLEKAITREAQMWKVNVRKMPSNQNVSPSQRDEVIQWLAKLKYQFNLYPETFALASSLLDRFLATVKAHPKYLSCIAISCFFLAAKTVEEDERIPVLKVLARDSFCGCSSSEILRMERIILDKLNWDLHTATPLDFLHIFHAIAVSTRPQLLFSLPKLSPSQHLAVLTKQLLHCMACNQLLQFRGSMLALAMVSLEMEKLIPDWLSLTIELLQKAQMDSSQLIHCRELVAHHLSTLQSSLPLNSVYVYRPLKHTLVTCDKGVFRLHPSSVPGPDFSKDNSKPEVPV.... Result: 0 (no interaction). (7) The miRNA is mmu-miR-3089-5p with sequence UGAGUUCAGGGACAGCGUGUCU. The protein sequence of the target gene is MDPDWGQRDVGWAALLVLFAASLITVLGWMLQYARGLWLSRADGGRDSRPASAAEPGGSLRELGVWRSLLRLRATRTSTPEEAGVRGLLASLFAFKSFRENWQRAWVRALNEQACRDGSSIQIAFEEIPQLPPRASISHVTCVDQSERTMVLHCQLSAEEVRFPISVTQQSPAAVSMETYHVTLTLPPTQLEVSLEEIPDEGLLVSWAFTDRPELSLKVLPKLQTRERDEEQPELSTVEELIKDAIVSTQPAMMVNLRACSAPGGLVPSEKPPTMSQAQPSIPRPTRLFLRQLRASHLGS.... Result: 1 (interaction).